Dataset: Reaction yield outcomes from USPTO patents with 853,638 reactions. Task: Predict the reaction yield, written as a fraction of the theoretical maximum amount of product (1.0 means a 100% yield; for example, 0.34 means a 34% yield). (1) The reactants are [CH2:1]([N:3]([CH2:9][CH3:10])[CH2:4][C:5](OC)=[O:6])[CH3:2].[NH2:11][NH2:12]. The catalyst is C(O)C. The product is [NH2:11][NH:12][C:5](=[O:6])[CH2:4][N:3]([CH2:9][CH3:10])[CH2:1][CH3:2]. The yield is 1.00. (2) The reactants are [Cl:1][C:2]1[CH:18]=[CH:17][C:5]2[CH2:6][CH2:7][N:8]([C:11](=[O:16])[C:12]([F:15])([F:14])[F:13])[CH2:9][CH2:10][C:4]=2[C:3]=1OS(C(F)(F)F)(=O)=O.[C:27]([C:31]1[CH:38]=[CH:37][C:34]([CH2:35][NH2:36])=[CH:33][CH:32]=1)([CH3:30])([CH3:29])[CH3:28]. No catalyst specified. The product is [C:27]([C:31]1[CH:32]=[CH:33][C:34]([CH2:35][NH:36][C:3]2[C:4]3[CH2:10][CH2:9][N:8]([C:11](=[O:16])[C:12]([F:15])([F:14])[F:13])[CH2:7][CH2:6][C:5]=3[CH:17]=[CH:18][C:2]=2[Cl:1])=[CH:37][CH:38]=1)([CH3:30])([CH3:28])[CH3:29]. The yield is 0.780. (3) The reactants are [F:1][C:2]1[CH:3]=[C:4]([C:15]2[O:19][N:18]=[C:17]([C:20]3[S:24][C:23]([CH2:25][N:26]4[CH2:29][CH:28]([C:30]([O:32]C)=[O:31])[CH2:27]4)=[CH:22][C:21]=3[CH3:34])[N:16]=2)[CH:5]=[CH:6][C:7]=1[O:8][C:9]1[CH:14]=[CH:13][CH:12]=[CH:11][CH:10]=1.O.[OH-].[Li+].C(O)(=O)C. No catalyst specified. The product is [F:1][C:2]1[CH:3]=[C:4]([C:15]2[O:19][N:18]=[C:17]([C:20]3[S:24][C:23]([CH2:25][N:26]4[CH2:27][CH:28]([C:30]([OH:32])=[O:31])[CH2:29]4)=[CH:22][C:21]=3[CH3:34])[N:16]=2)[CH:5]=[CH:6][C:7]=1[O:8][C:9]1[CH:10]=[CH:11][CH:12]=[CH:13][CH:14]=1. The yield is 0.740. (4) The reactants are [H-].[Na+].[CH3:3][C:4]1[CH:9]=[CH:8][C:7]([C:10](=[O:12])[CH3:11])=[CH:6][CH:5]=1.O.C([O:16][C:17](=O)[CH2:18][CH3:19])C. No catalyst specified. The product is [CH3:3][C:4]1[CH:9]=[CH:8][C:7]([C:10](=[O:12])[CH2:11][C:17](=[O:16])[CH2:18][CH3:19])=[CH:6][CH:5]=1. The yield is 0.520. (5) The reactants are C(OP([CH2:9][C:10]([O:12][CH2:13][CH3:14])=[O:11])(OCC)=O)C.[H-].[Na+].[C:17]([C:21]1[CH:25]=[C:24]([CH:26]=O)[N:23]([CH2:28][C:29]2[CH:34]=[CH:33][C:32]([C:35]([F:38])([F:37])[F:36])=[CH:31][C:30]=2[Cl:39])[N:22]=1)([CH3:20])([CH3:19])[CH3:18].[Cl-].[NH4+]. The catalyst is CN(C)C=O.O1CCCC1. The product is [C:17]([C:21]1[CH:25]=[C:24](/[CH:26]=[CH:9]/[C:10]([O:12][CH2:13][CH3:14])=[O:11])[N:23]([CH2:28][C:29]2[CH:34]=[CH:33][C:32]([C:35]([F:38])([F:37])[F:36])=[CH:31][C:30]=2[Cl:39])[N:22]=1)([CH3:20])([CH3:18])[CH3:19]. The yield is 1.00. (6) The reactants are [O:1]1[C:5]2[CH:6]=[CH:7][C:8]([CH:10]([C:12]3[S:13][C:14](Br)=[CH:15][CH:16]=3)[OH:11])=[CH:9][C:4]=2[CH:3]=[CH:2]1.N.[CH3:19][N:20]1CCCC1=O. The catalyst is [C-]#N.[Zn+2].[C-]#N.C1C=CC([P]([Pd]([P](C2C=CC=CC=2)(C2C=CC=CC=2)C2C=CC=CC=2)([P](C2C=CC=CC=2)(C2C=CC=CC=2)C2C=CC=CC=2)[P](C2C=CC=CC=2)(C2C=CC=CC=2)C2C=CC=CC=2)(C2C=CC=CC=2)C2C=CC=CC=2)=CC=1. The product is [O:1]1[C:5]2[CH:6]=[CH:7][C:8]([CH:10]([OH:11])[C:12]3[S:13][C:14]([C:19]#[N:20])=[CH:15][CH:16]=3)=[CH:9][C:4]=2[CH:3]=[CH:2]1. The yield is 0.580.